Dataset: Retrosynthesis with 50K atom-mapped reactions and 10 reaction types from USPTO. Task: Predict the reactants needed to synthesize the given product. (1) Given the product CNC(=O)c1ccccc1Nc1nc(Nc2cc3c(cc2OC)CCN(CCN2CCOCC2)CC3)ncc1Cl, predict the reactants needed to synthesize it. The reactants are: CNC(=O)c1ccccc1Nc1nc(Cl)ncc1Cl.COc1cc2c(cc1N)CCN(CCN1CCOCC1)CC2. (2) Given the product O=C1COC2(CCN(c3ccc(Nc4ncc5c6ccncc6n(C6CCCC6)c5n4)nn3)CC2)CN1, predict the reactants needed to synthesize it. The reactants are: Clc1ccc(Nc2ncc3c4ccncc4n(C4CCCC4)c3n2)nn1.O=C1COC2(CCNCC2)CN1. (3) Given the product CCn1cc(O)c(=O)c2ccccc21, predict the reactants needed to synthesize it. The reactants are: CCn1cc(OC(=O)c2ccccc2)c(=O)c2ccccc21. (4) Given the product O=C(/C=C\n1cnc(-c2cc(C(F)(F)F)cc(C(F)(F)F)c2)n1)NCc1cncnc1, predict the reactants needed to synthesize it. The reactants are: NCc1cncnc1.O=C(O)/C=C\n1cnc(-c2cc(C(F)(F)F)cc(C(F)(F)F)c2)n1. (5) Given the product C[C@@H](C(=O)N[C@H](C(=O)N1C[C@H]2C[C@@H](O)CN2C[C@H]1C(=O)N[C@@H]1CCOc2ccccc21)C1CCC(F)(F)CC1)N(C)C(=O)OC(C)(C)C, predict the reactants needed to synthesize it. The reactants are: C[C@@H](C(=O)O)N(C)C(=O)OC(C)(C)C.N[C@H](C(=O)N1C[C@H]2C[C@@H](O)CN2C[C@H]1C(=O)N[C@@H]1CCOc2ccccc21)C1CCC(F)(F)CC1. (6) Given the product NCc1ccc2c(N)nccc2c1, predict the reactants needed to synthesize it. The reactants are: NCc1ccc2c(NC(=O)c3ccccc3)nccc2c1. (7) Given the product NC(=O)c1ncn2c1CN=C(c1ccccc1Br)c1cc(F)ccc1-2, predict the reactants needed to synthesize it. The reactants are: N.O=C(O)c1ncn2c1CN=C(c1ccccc1Br)c1cc(F)ccc1-2.